Predict which catalyst facilitates the given reaction. From a dataset of Catalyst prediction with 721,799 reactions and 888 catalyst types from USPTO. (1) Reactant: Br[C:2]1[CH:3]=[CH:4][C:5]([CH2:8][CH2:9][C:10]#[N:11])=[N:6][CH:7]=1.[B:12]1([B:12]2[O:16][C:15]([CH3:18])([CH3:17])[C:14]([CH3:20])([CH3:19])[O:13]2)[O:16][C:15]([CH3:18])([CH3:17])[C:14]([CH3:20])([CH3:19])[O:13]1.C([O-])(=O)C.[K+].ClCCl. Product: [CH3:19][C:14]1([CH3:20])[C:15]([CH3:18])([CH3:17])[O:16][B:12]([C:2]2[CH:3]=[CH:4][C:5]([CH2:8][CH2:9][C:10]#[N:11])=[N:6][CH:7]=2)[O:13]1. The catalyst class is: 155. (2) Reactant: [Si:1]([O:18][CH2:19][C@H:20]([C:22]1[C:23]([C:37]([F:40])([F:39])[F:38])=[N:24][C:25]([C:28]2[CH:33]=[C:32]([O:34][CH3:35])[CH:31]=[CH:30][C:29]=2[F:36])=[CH:26][CH:27]=1)[OH:21])([C:14]([CH3:17])([CH3:16])[CH3:15])([C:8]1[CH:13]=[CH:12][CH:11]=[CH:10][CH:9]=1)[C:2]1[CH:7]=[CH:6][CH:5]=[CH:4][CH:3]=1.[CH:41]1([C@@H:44]([C:51]2[CH:56]=[CH:55][C:54]([I:57])=[C:53](O)[CH:52]=2)[C@H:45]([CH3:50])[C:46]([O:48][CH3:49])=[O:47])[CH2:43][CH2:42]1.P(CCCC)(CCCC)CCCC.N(C(N1CCCCC1)=O)=NC(N1CCCCC1)=O. Product: [Si:1]([O:18][CH2:19][C@@H:20]([C:22]1[C:23]([C:37]([F:40])([F:39])[F:38])=[N:24][C:25]([C:28]2[CH:33]=[C:32]([O:34][CH3:35])[CH:31]=[CH:30][C:29]=2[F:36])=[CH:26][CH:27]=1)[O:21][C:55]1[CH:56]=[C:51]([C@H:44]([CH:41]2[CH2:42][CH2:43]2)[C@H:45]([CH3:50])[C:46]([O:48][CH3:49])=[O:47])[CH:52]=[CH:53][C:54]=1[I:57])([C:14]([CH3:15])([CH3:16])[CH3:17])([C:8]1[CH:13]=[CH:12][CH:11]=[CH:10][CH:9]=1)[C:2]1[CH:7]=[CH:6][CH:5]=[CH:4][CH:3]=1. The catalyst class is: 1. (3) Reactant: [CH3:1][O:2][C:3]1[C:8]([O:9][CH3:10])=[CH:7][C:6]([OH:11])=[C:5]([N+:12]([O-:14])=[O:13])[CH:4]=1.[C:15](=O)([O-])[O-].[K+].[K+].IC. Product: [CH3:1][O:2][C:3]1[CH:4]=[C:5]([N+:12]([O-:14])=[O:13])[C:6]([O:11][CH3:15])=[CH:7][C:8]=1[O:9][CH3:10]. The catalyst class is: 3.